From a dataset of Merck oncology drug combination screen with 23,052 pairs across 39 cell lines. Regression. Given two drug SMILES strings and cell line genomic features, predict the synergy score measuring deviation from expected non-interaction effect. (1) Drug 1: CN(Cc1cnc2nc(N)nc(N)c2n1)c1ccc(C(=O)NC(CCC(=O)O)C(=O)O)cc1. Drug 2: Cn1nnc2c(C(N)=O)ncn2c1=O. Cell line: LOVO. Synergy scores: synergy=-4.57. (2) Drug 1: NC1(c2ccc(-c3nc4ccn5c(=O)[nH]nc5c4cc3-c3ccccc3)cc2)CCC1. Drug 2: CCc1cnn2c(NCc3ccc[n+]([O-])c3)cc(N3CCCCC3CCO)nc12. Cell line: LNCAP. Synergy scores: synergy=1.79. (3) Drug 1: COc1cc(C2c3cc4c(cc3C(OC3OC5COC(C)OC5C(O)C3O)C3COC(=O)C23)OCO4)cc(OC)c1O. Drug 2: NC1(c2ccc(-c3nc4ccn5c(=O)[nH]nc5c4cc3-c3ccccc3)cc2)CCC1. Cell line: SKMEL30. Synergy scores: synergy=33.0. (4) Drug 1: N#Cc1ccc(Cn2cncc2CN2CCN(c3cccc(Cl)c3)C(=O)C2)cc1. Drug 2: C#Cc1cccc(Nc2ncnc3cc(OCCOC)c(OCCOC)cc23)c1. Cell line: VCAP. Synergy scores: synergy=24.0. (5) Drug 1: CN1C(=O)C=CC2(C)C3CCC4(C)C(NC(=O)OCC(F)(F)F)CCC4C3CCC12. Drug 2: NC1(c2ccc(-c3nc4ccn5c(=O)[nH]nc5c4cc3-c3ccccc3)cc2)CCC1. Cell line: A427. Synergy scores: synergy=-8.12. (6) Drug 1: Cn1nnc2c(C(N)=O)ncn2c1=O. Drug 2: NC1(c2ccc(-c3nc4ccn5c(=O)[nH]nc5c4cc3-c3ccccc3)cc2)CCC1. Cell line: SW620. Synergy scores: synergy=13.5. (7) Drug 1: C#Cc1cccc(Nc2ncnc3cc(OCCOC)c(OCCOC)cc23)c1. Drug 2: COC1CC2CCC(C)C(O)(O2)C(=O)C(=O)N2CCCCC2C(=O)OC(C(C)CC2CCC(OP(C)(C)=O)C(OC)C2)CC(=O)C(C)C=C(C)C(O)C(OC)C(=O)C(C)CC(C)C=CC=CC=C1C. Cell line: A375. Synergy scores: synergy=56.7. (8) Drug 1: COc1cc(C2c3cc4c(cc3C(OC3OC5COC(C)OC5C(O)C3O)C3COC(=O)C23)OCO4)cc(OC)c1O. Drug 2: Cc1nc(Nc2ncc(C(=O)Nc3c(C)cccc3Cl)s2)cc(N2CCN(CCO)CC2)n1. Cell line: LOVO. Synergy scores: synergy=60.8.